From a dataset of Full USPTO retrosynthesis dataset with 1.9M reactions from patents (1976-2016). Predict the reactants needed to synthesize the given product. (1) Given the product [CH3:30][C:28]1[CH:29]=[C:24](/[C:22](=[N:21]/[O:20][CH2:17][CH2:18][CH3:19])/[CH3:23])[C:25]([CH3:32])=[CH:26][C:27]=1[O:31][CH2:2][C:3]1[CH:8]=[CH:7][CH:6]=[CH:5][C:4]=1/[C:9](=[CH:14]\[O:15][CH3:16])/[C:10]([O:12][CH3:13])=[O:11], predict the reactants needed to synthesize it. The reactants are: Br[CH2:2][C:3]1[CH:8]=[CH:7][CH:6]=[CH:5][C:4]=1/[C:9](=[CH:14]\[O:15][CH3:16])/[C:10]([O:12][CH3:13])=[O:11].[CH2:17]([O:20]/[N:21]=[C:22](/[C:24]1[CH:29]=[C:28]([CH3:30])[C:27]([OH:31])=[CH:26][C:25]=1[CH3:32])\[CH3:23])[CH2:18][CH3:19].C(=O)([O-])[O-].[Cs+].[Cs+]. (2) The reactants are: [CH3:1][O:2][C:3]([C:5]1[CH:24]=[CH:23][C:8]([NH:9][CH:10]2[CH2:15][CH2:14][N:13]([C:16]([O:18][C:19]([CH3:22])([CH3:21])[CH3:20])=[O:17])[CH2:12][CH2:11]2)=[CH:7][C:6]=1[N+:25]([O-:27])=[O:26])=[O:4].[C:28]([O:32][C:33](N([C:33]([O:32][C:28]([CH3:31])([CH3:30])[CH3:29])=[O:34])C1C(Br)=CC(C(F)(F)F)=C(Cl)C=1)=[O:34])([CH3:31])([CH3:30])[CH3:29]. Given the product [CH3:1][O:2][C:3]([C:5]1[CH:24]=[CH:23][C:8]([N:9]([CH:10]2[CH2:15][CH2:14][N:13]([C:16]([O:18][C:19]([CH3:22])([CH3:20])[CH3:21])=[O:17])[CH2:12][CH2:11]2)[C:33]([O:32][C:28]([CH3:31])([CH3:30])[CH3:29])=[O:34])=[CH:7][C:6]=1[N+:25]([O-:27])=[O:26])=[O:4], predict the reactants needed to synthesize it. (3) Given the product [O:23]1[CH2:22][C@@H:21]1[CH2:19][O:18][C:15]1[CH:16]=[CH:17][C:11]2[O:10][C:9]([C:3]3[CH:4]=[CH:5][C:6]([Cl:8])=[CH:7][C:2]=3[Cl:1])=[N:13][C:12]=2[CH:14]=1, predict the reactants needed to synthesize it. The reactants are: [Cl:1][C:2]1[CH:7]=[C:6]([Cl:8])[CH:5]=[CH:4][C:3]=1[C:9]1[O:10][C:11]2[CH:17]=[CH:16][C:15]([OH:18])=[CH:14][C:12]=2[N:13]=1.[CH2:19]([C@H:21]1[O:23][CH2:22]1)Cl.C(=O)([O-])[O-].[K+].[K+]. (4) The reactants are: [CH2:1]([C:5]1([CH:9]([OH:30])/[CH:10]=[CH:11]/[C@H:12]2[C@H:16](C)[O:15][C:14](=[O:18])[N:13]2[CH2:19][CH2:20][S:21][C:22]2[S:23][CH:24]=[C:25]([C:27]([OH:29])=[O:28])[N:26]=2)CC[CH2:6]1)[CH2:2][CH2:3][CH3:4].[C:31]([O-])(=O)[CH3:32].[Na+].[CH2:36](O)C. Given the product [OH:30][C@@H:9]([C:5]([CH3:6])([CH3:36])[CH2:1][CH2:2][CH2:3][CH3:4])/[CH:10]=[CH:11]/[C@H:12]1[CH2:16][O:15][C:14](=[O:18])[N:13]1[CH2:19][CH2:20][S:21][C:22]1[S:23][CH:24]=[C:25]([C:27]([O:29][CH2:31][CH3:32])=[O:28])[N:26]=1, predict the reactants needed to synthesize it.